This data is from Full USPTO retrosynthesis dataset with 1.9M reactions from patents (1976-2016). The task is: Predict the reactants needed to synthesize the given product. (1) Given the product [CH3:1][O:2][C:3]1[CH:4]=[CH:5][C:6]([C:18](=[O:40])[C:19]2[CH:20]=[CH:21][C:22]([O:25][CH2:26][CH2:27][C:28]3[N:29]=[C:30]([C:34]4[CH:39]=[CH:38][CH:37]=[CH:36][CH:35]=4)[O:31][C:32]=3[CH3:33])=[CH:23][CH:24]=2)=[C:7]([CH:17]=1)[O:8][C@H:9]([CH3:16])[C:10]([OH:12])=[O:11], predict the reactants needed to synthesize it. The reactants are: [CH3:1][O:2][C:3]1[CH:4]=[CH:5][C:6]([C:18](=[O:40])[C:19]2[CH:24]=[CH:23][C:22]([O:25][CH2:26][CH2:27][C:28]3[N:29]=[C:30]([C:34]4[CH:39]=[CH:38][CH:37]=[CH:36][CH:35]=4)[O:31][C:32]=3[CH3:33])=[CH:21][CH:20]=2)=[C:7]([CH:17]=1)[O:8][C@H:9]([CH3:16])[C:10]([O:12]CCC)=[O:11].O.[OH-].[Li+].Cl.C(OCC)(=O)C. (2) Given the product [F:10][C:11]1[CH:21]=[CH:20][C:14]([C:15](=[O:16])[CH2:1][C:2]2[CH:7]=[CH:6][N:5]=[C:4]([S:8][CH3:9])[N:3]=2)=[CH:13][CH:12]=1, predict the reactants needed to synthesize it. The reactants are: [CH3:1][C:2]1[CH:7]=[CH:6][N:5]=[C:4]([S:8][CH3:9])[N:3]=1.[F:10][C:11]1[CH:21]=[CH:20][C:14]([C:15](OCC)=[O:16])=[CH:13][CH:12]=1.C[Si]([N-][Si](C)(C)C)(C)C.[Li+]. (3) Given the product [CH3:1][S:2]([OH:5])(=[O:4])=[O:3].[Cl:39][C:36]1[S:35][C:34]([C:32]([NH:31][C:27]2[CH:26]=[CH:25][CH:24]=[C:23]3[C:28]=2[C:29](=[O:30])[N:21]([CH2:20][C:19]2[CH:40]=[CH:41][CH:42]=[C:17]([N:16]4[CH2:15][CH2:14][O:13][C:43]4=[NH:44])[CH:18]=2)[CH2:22]3)=[O:33])=[CH:38][CH:37]=1, predict the reactants needed to synthesize it. The reactants are: [CH3:1][S:2]([OH:5])(=[O:4])=[O:3].[Si]([O:13][CH2:14][CH2:15][N:16]([C:43]#[N:44])[C:17]1[CH:18]=[C:19]([CH:40]=[CH:41][CH:42]=1)[CH2:20][N:21]1[C:29](=[O:30])[C:28]2[C:23](=[CH:24][CH:25]=[CH:26][C:27]=2[NH:31][C:32]([C:34]2[S:35][C:36]([Cl:39])=[CH:37][CH:38]=2)=[O:33])[CH2:22]1)(C(C)(C)C)(C)C. (4) Given the product [NH2:1][C:2]1[C:10]([CH3:11])=[CH:9][C:8]([CH3:12])=[CH:7][C:3]=1[C:4]([NH2:19])=[O:5], predict the reactants needed to synthesize it. The reactants are: [NH2:1][C:2]1[C:10]([CH3:11])=[CH:9][C:8]([CH3:12])=[CH:7][C:3]=1[C:4](O)=[O:5].C1C=CC2N(O)N=[N:19]C=2C=1.C(Cl)CCl.CN.